Regression/Classification. Given a drug SMILES string, predict its absorption, distribution, metabolism, or excretion properties. Task type varies by dataset: regression for continuous measurements (e.g., permeability, clearance, half-life) or binary classification for categorical outcomes (e.g., BBB penetration, CYP inhibition). Dataset: rlm. From a dataset of Rat liver microsome stability data. (1) The compound is N=c1c2c(ccn1CCc1ccccc1)Oc1ccc3ccccc3c1C2c1ccccc1. The result is 0 (unstable in rat liver microsomes). (2) The compound is O=c1n(-c2ccc(Cl)cc2)nc2n1CCN(Cc1ccc(C(F)(F)F)cc1)C2. The result is 0 (unstable in rat liver microsomes). (3) The compound is CCc1ccc(NC(=O)c2cc3ncccn3n2)cc1. The result is 1 (stable in rat liver microsomes). (4) The result is 1 (stable in rat liver microsomes). The molecule is C#Cc1ccc(NC(=O)CSc2nnnn2-c2ccc(C3CC3)cc2Cl)c(Cl)c1. (5) The drug is O=C(O)CNC(=O)c1c(O)c2ccccc2n(Cc2ccccc2)c1=O. The result is 1 (stable in rat liver microsomes).